The task is: Predict the reactants needed to synthesize the given product.. This data is from Full USPTO retrosynthesis dataset with 1.9M reactions from patents (1976-2016). (1) Given the product [CH2:13]([O:12][CH2:11][O:10][CH2:9][C@@H:8]([NH:15][C:16]([C:18]1[CH:19]=[CH:20][C:21]([C:24]#[N:25])=[CH:22][CH:23]=1)=[O:17])[CH2:7][C@H:6]([CH2:26][O:27][CH3:28])[C:5]([OH:29])=[O:4])[CH3:14], predict the reactants needed to synthesize it. The reactants are: C([O:4][C:5](=[O:29])[C@@H:6]([CH2:26][O:27][CH3:28])[CH2:7][C@H:8]([NH:15][C:16]([C:18]1[CH:23]=[CH:22][C:21]([C:24]#[N:25])=[CH:20][CH:19]=1)=[O:17])[CH2:9][O:10][CH2:11][O:12][CH2:13][CH3:14])C=C.N1CCOCC1. (2) Given the product [CH:21]1[CH:22]=[CH:23][N:24]2[CH2:30][C:29]3[CH:31]=[CH:32][CH:33]=[CH:34][C:28]=3[N:27]([C:5]([C:4]3[CH:8]=[CH:9][C:10]([C:11]4[CH2:16][C:15]([CH3:17])([CH3:18])[CH2:14][C:13]([CH3:20])([CH3:19])[CH:12]=4)=[C:2]([CH3:1])[CH:3]=3)=[O:6])[CH2:26][C:25]=12, predict the reactants needed to synthesize it. The reactants are: [CH3:1][C:2]1[CH:3]=[C:4]([CH:8]=[CH:9][C:10]=1[C:11]1[CH2:16][C:15]([CH3:18])([CH3:17])[CH2:14][C:13]([CH3:20])([CH3:19])[CH:12]=1)[C:5](O)=[O:6].[CH:21]1[CH:22]=[CH:23][N:24]2[CH2:30][C:29]3[CH:31]=[CH:32][CH:33]=[CH:34][C:28]=3[NH:27][CH2:26][C:25]=12. (3) Given the product [NH2:26][C:25]1[CH:27]=[CH:28][C:22]([CH2:21][CH2:20][NH:19][S:15]([C:12]2[CH:13]=[CH:14][C:9]([Cl:8])=[CH:10][CH:11]=2)(=[O:17])=[O:16])=[CH:23][CH:24]=1, predict the reactants needed to synthesize it. The reactants are: C(N(CC)CC)C.[Cl:8][C:9]1[CH:14]=[CH:13][C:12]([S:15](Cl)(=[O:17])=[O:16])=[CH:11][CH:10]=1.[NH2:19][CH2:20][CH2:21][C:22]1[CH:28]=[CH:27][C:25]([NH2:26])=[CH:24][CH:23]=1. (4) Given the product [C@H:11]12[CH2:12][C@H:13]1[CH2:14][NH:9][C@@H:10]2[CH2:15][NH:16][C:17]1[N:22]=[CH:21][C:20]([Br:23])=[CH:19][N:18]=1, predict the reactants needed to synthesize it. The reactants are: Cl.C(OC([N:9]1[CH2:14][C@H:13]2[C@H:11]([CH2:12]2)[C@H:10]1[CH2:15][NH:16][C:17]1[N:22]=[CH:21][C:20]([Br:23])=[CH:19][N:18]=1)=O)(C)(C)C. (5) The reactants are: [CH3:1][O:2][C:3]1[C:4]([CH2:12][N:13]([CH3:15])[CH3:14])=[C:5]2[C:9](=[CH:10][CH:11]=1)[NH:8][CH:7]=[CH:6]2.CN(C=O)C.[CH3:21][N:22]1[CH:26]=[C:25]([S:27](Cl)(=[O:29])=[O:28])[N:24]=[C:23]1[CH3:31]. Given the product [CH3:21][N:22]1[CH:26]=[C:25]([S:27]([N:8]2[C:9]3[C:5](=[C:4]([CH2:12][N:13]([CH3:14])[CH3:15])[C:3]([O:2][CH3:1])=[CH:11][CH:10]=3)[CH:6]=[CH:7]2)(=[O:29])=[O:28])[N:24]=[C:23]1[CH3:31], predict the reactants needed to synthesize it. (6) Given the product [Na:30].[CH3:29][C:12]1[C:13]([CH2:17][S:18]([C:20]2[NH:21][C:22]3[CH:28]=[CH:27][CH:26]=[CH:25][C:23]=3[N:24]=2)=[O:19])=[N:14][CH:15]=[CH:16][C:11]=1[O:10][CH2:9][CH2:60][C:61]1([CH3:69])[O:66][CH2:65][C:64]([CH3:68])([CH3:67])[CH2:63][O:62]1, predict the reactants needed to synthesize it. The reactants are: COC1OCC([CH2:9][O:10][C:11]2[CH:16]=[CH:15][N:14]=[C:13]([CH2:17][S:18]([C:20]3[NH:24][C:23]4[CH:25]=[CH:26][CH:27]=[CH:28][C:22]=4[N:21]=3)=[O:19])[C:12]=2[CH3:29])CO1.[Na:30].COC1OCC(COC2C=CN=C(CS(C3NC4C=CC=CC=4N=3)=O)C=2C)CO1.[CH3:60][C:61]1([CH2:69]CO)[O:66][CH2:65][C:64]([CH3:68])([CH3:67])[CH2:63][O:62]1. (7) Given the product [NH2:1][C:2]1[CH:3]=[C:4]([C:5]2[N:6]=[C:19]([C:15]3[O:16][CH:17]=[CH:18][C:14]=3[Br:13])[O:8][N:7]=2)[CH:9]=[CH:10][C:11]=1[Cl:12], predict the reactants needed to synthesize it. The reactants are: [NH2:1][C:2]1[CH:3]=[C:4]([CH:9]=[CH:10][C:11]=1[Cl:12])[C:5](=[N:7][OH:8])[NH2:6].[Br:13][C:14]1[CH:18]=[CH:17][O:16][C:15]=1[C:19](Cl)=O. (8) Given the product [Cl:23][C:15]1[CH:16]=[C:17]([N+:20]([O-:22])=[O:21])[CH:18]=[CH:19][C:14]=1[O:13][C:10]1[CH:9]=[C:4]2[C:3]([CH2:2][N:25]([CH3:24])[C:5]2=[O:6])=[CH:12][CH:11]=1, predict the reactants needed to synthesize it. The reactants are: Br[CH2:2][C:3]1[CH:12]=[CH:11][C:10]([O:13][C:14]2[CH:19]=[CH:18][C:17]([N+:20]([O-:22])=[O:21])=[CH:16][C:15]=2[Cl:23])=[CH:9][C:4]=1[C:5](OC)=[O:6].[CH3:24][NH2:25].O1CCCC1. (9) Given the product [CH2:24]([C:21]1[CH:20]=[N:19][C:18]([N:15]2[CH2:16][CH2:17][CH:12]([N:6]3[C:7]([C:8]([F:9])([F:10])[F:11])=[C:3]([CH2:2][O:38][C:28]4[CH:29]=[CH:30][C:31]([N:33]5[CH:37]=[N:36][N:35]=[N:34]5)=[CH:32][C:27]=4[F:26])[CH:4]=[N:5]3)[CH2:13][CH2:14]2)=[N:23][CH:22]=1)[CH3:25], predict the reactants needed to synthesize it. The reactants are: Cl[CH2:2][C:3]1[CH:4]=[N:5][N:6]([CH:12]2[CH2:17][CH2:16][N:15]([C:18]3[N:23]=[CH:22][C:21]([CH2:24][CH3:25])=[CH:20][N:19]=3)[CH2:14][CH2:13]2)[C:7]=1[C:8]([F:11])([F:10])[F:9].[F:26][C:27]1[CH:32]=[C:31]([N:33]2[CH:37]=[N:36][N:35]=[N:34]2)[CH:30]=[CH:29][C:28]=1[OH:38].